Dataset: Reaction yield outcomes from USPTO patents with 853,638 reactions. Task: Predict the reaction yield, written as a fraction of the theoretical maximum amount of product (1.0 means a 100% yield; for example, 0.34 means a 34% yield). (1) The reactants are [C:1]1([N:7]2[C:11]3[CH:12]=[CH:13][CH:14]=[CH:15][C:10]=3[N:9]=[C:8]2[C:16]2[CH:21]=[CH:20][C:19](B3OC(C)(C)C(C)(C)O3)=[CH:18][CH:17]=2)[CH:6]=[CH:5][CH:4]=[CH:3][CH:2]=1.[Br:31][C:32]1[CH:37]=[CH:36][C:35](I)=[CH:34][CH:33]=1.C(=O)([O-])[O-].[K+].[K+]. The catalyst is O1CCOCC1.O.C1C=CC([P]([Pd]([P](C2C=CC=CC=2)(C2C=CC=CC=2)C2C=CC=CC=2)([P](C2C=CC=CC=2)(C2C=CC=CC=2)C2C=CC=CC=2)[P](C2C=CC=CC=2)(C2C=CC=CC=2)C2C=CC=CC=2)(C2C=CC=CC=2)C2C=CC=CC=2)=CC=1. The product is [Br:31][C:32]1[CH:37]=[CH:36][C:35]([C:19]2[CH:18]=[CH:17][C:16]([C:8]3[N:7]([C:1]4[CH:2]=[CH:3][CH:4]=[CH:5][CH:6]=4)[C:11]4[CH:12]=[CH:13][CH:14]=[CH:15][C:10]=4[N:9]=3)=[CH:21][CH:20]=2)=[CH:34][CH:33]=1. The yield is 0.800. (2) The reactants are [Br:1][C:2]1[S:24][C:5]2[CH2:6][CH2:7][C:8]3[C:9]([C:21](O)=[O:22])=[N:10][N:11]([C:13]4[CH:18]=[CH:17][C:16]([Cl:19])=[CH:15][C:14]=4[Cl:20])[C:12]=3[C:4]=2[CH:3]=1.[NH2:25][N:26]1[CH2:31][CH2:30][CH2:29][CH2:28][CH2:27]1. No catalyst specified. The product is [N:26]1([NH:25][C:21]([C:9]2[C:8]3[CH2:7][CH2:6][C:5]4[S:24][C:2]([Br:1])=[CH:3][C:4]=4[C:12]=3[N:11]([C:13]3[CH:18]=[CH:17][C:16]([Cl:19])=[CH:15][C:14]=3[Cl:20])[N:10]=2)=[O:22])[CH2:31][CH2:30][CH2:29][CH2:28][CH2:27]1. The yield is 0.420. (3) The reactants are Br[C:2]1[CH:3]=[C:4]([C:14]#[N:15])[C:5]2[C:10]([CH:11]=1)=[CH:9][CH:8]=[C:7]([O:12][CH3:13])[CH:6]=2.[CH3:16][O:17][C:18]1[CH:19]=[C:20](OB(O)O)[CH:21]=[CH:22][CH:23]=1. No catalyst specified. The product is [CH3:13][O:12][C:7]1[CH:6]=[C:5]2[C:10]([CH:11]=[C:2]([C:22]3[CH:21]=[CH:20][CH:19]=[C:18]([O:17][CH3:16])[CH:23]=3)[CH:3]=[C:4]2[C:14]#[N:15])=[CH:9][CH:8]=1. The yield is 0.530. (4) The reactants are [Cl:1][C:2]1[CH:3]=[C:4]2[C:9](=[CH:10][C:11]=1[Cl:12])[N:8]=[C:7]([O:13][CH3:14])[C:6]([NH:15][C:16](=[O:20])OCC)=[N:5]2.[CH3:21][O:22][C:23]1[CH:24]=[C:25]([N:31]2[CH2:36][CH2:35][NH:34][CH2:33][CH2:32]2)[CH:26]=[C:27]([O:29][CH3:30])[CH:28]=1. No catalyst specified. The product is [Cl:1][C:2]1[CH:3]=[C:4]2[C:9](=[CH:10][C:11]=1[Cl:12])[N:8]=[C:7]([O:13][CH3:14])[C:6]([NH:15][C:16]([N:34]1[CH2:33][CH2:32][N:31]([C:25]3[CH:24]=[C:23]([O:22][CH3:21])[CH:28]=[C:27]([O:29][CH3:30])[CH:26]=3)[CH2:36][CH2:35]1)=[O:20])=[N:5]2. The yield is 0.680. (5) The reactants are [C:1]([C:4]1[CH:12]=[C:11]2[C:7]([C:8]([CH3:13])=[N:9][NH:10]2)=[CH:6][CH:5]=1)([OH:3])=[O:2].S(=O)(=O)(O)O.[C:19](=O)([O-])O.[Na+]. The catalyst is CO. The product is [CH3:19][O:2][C:1]([C:4]1[CH:12]=[C:11]2[C:7]([C:8]([CH3:13])=[N:9][NH:10]2)=[CH:6][CH:5]=1)=[O:3]. The yield is 0.870. (6) The reactants are [CH2:1]([C:3]1[C:11]2[C:6](=[N:7][C:8]([CH3:24])=[C:9]([CH2:19][C:20]([O:22]C)=[O:21])[C:10]=2[C:12]2[CH:17]=[CH:16][C:15]([CH3:18])=[CH:14][CH:13]=2)[S:5][C:4]=1[CH3:25])[CH3:2].[O-2].[Li+].[Li+].Cl. The catalyst is O1CCOCC1.O. The product is [CH2:1]([C:3]1[C:11]2[C:6](=[N:7][C:8]([CH3:24])=[C:9]([CH2:19][C:20]([OH:22])=[O:21])[C:10]=2[C:12]2[CH:17]=[CH:16][C:15]([CH3:18])=[CH:14][CH:13]=2)[S:5][C:4]=1[CH3:25])[CH3:2]. The yield is 0.650. (7) The reactants are [H-].[Na+].NC1C(C2(OC)C=CC=[C:12]([C:16]([C:18]3C[C:20]([O:31]C)([C:24]4[C:25]([NH2:30])=[N:26][CH:27]=[CH:28][CH:29]=4)[CH:21]=[CH:22][CH:23]=3)=[O:17])C2)=CC=CN=1.[CH2:35](I)[CH2:36][CH2:37][CH3:38].O.O1CCC[CH2:42]1. No catalyst specified. The product is [CH2:35]([NH:30][C:25]1[C:24]([C:20](=[O:31])[C:21]2[CH:22]=[CH:23][CH:18]=[C:16]([O:17][CH3:42])[CH:12]=2)=[CH:29][CH:28]=[CH:27][N:26]=1)[CH2:36][CH2:37][CH3:38]. The yield is 0.790.